This data is from Forward reaction prediction with 1.9M reactions from USPTO patents (1976-2016). The task is: Predict the product of the given reaction. (1) Given the reactants COC1C=C(C(C2C=CC(OC)=C(OC)C=2)=CC([O-])=O)C=CC=1OC.[CH2:26]([O:28][C:29]1[CH:30]=[C:31]([CH:40]=[CH:41][C:42]=1[O:43][CH3:44])[C:32]([C:34]1[CH:39]=[CH:38][CH:37]=[CH:36][CH:35]=1)=O)[CH3:27].C(OP([CH2:53][C:54]#[N:55])(=O)OCC)C.C[Si](C)(C)[N-][Si](C)(C)C.[Li+], predict the reaction product. The product is: [CH2:26]([O:28][C:29]1[CH:30]=[C:31]([C:32]([C:34]2[CH:39]=[CH:38][CH:37]=[CH:36][CH:35]=2)=[CH:53][C:54]#[N:55])[CH:40]=[CH:41][C:42]=1[O:43][CH3:44])[CH3:27]. (2) Given the reactants [Cl:1][C:2]1[CH:7]=[CH:6][C:5]([NH:8][C:9](=[O:32])[NH:10][C:11]2[CH:30]=[CH:29][C:14]([O:15][C:16]3[CH:21]=[CH:20][N:19]=[C:18]([C:22]([O:24]C(C)(C)C)=[O:23])[CH:17]=3)=[CH:13][C:12]=2[F:31])=[CH:4][C:3]=1[C:33]([F:36])([F:35])[F:34].FC(F)(F)C(O)=O.C([SiH](CC)CC)C, predict the reaction product. The product is: [Cl:1][C:2]1[CH:7]=[CH:6][C:5]([NH:8][C:9](=[O:32])[NH:10][C:11]2[CH:30]=[CH:29][C:14]([O:15][C:16]3[CH:21]=[CH:20][N:19]=[C:18]([C:22]([OH:24])=[O:23])[CH:17]=3)=[CH:13][C:12]=2[F:31])=[CH:4][C:3]=1[C:33]([F:35])([F:36])[F:34].